This data is from Full USPTO retrosynthesis dataset with 1.9M reactions from patents (1976-2016). The task is: Predict the reactants needed to synthesize the given product. (1) The reactants are: COCC(O)C.[Br:7][C:8]1[CH:9]=[N:10][N:11]2[CH:16]=[CH:15][C:14]([N:17]3[CH2:22][CH2:21][N:20]([C:23]([O:25][C@@H:26]4[CH2:30][CH2:29][O:28][CH2:27]4)=[O:24])[CH2:19][CH2:18]3)=[N:13][C:12]=12. Given the product [Br:7][C:8]1[CH:9]=[N:10][N:11]2[CH:16]=[CH:15][C:14]([N:17]3[CH2:18][CH2:19][N:20]([C:23]([O:25][CH:26]([CH3:30])[CH2:27][O:28][CH3:29])=[O:24])[CH2:21][CH2:22]3)=[N:13][C:12]=12, predict the reactants needed to synthesize it. (2) Given the product [CH:28]([O:11][C:10]1[C:4]2[C:3]([CH3:25])=[C:2]([CH3:1])[S:24][C:5]=2[C:6]2[C:22]([CH3:23])=[N:21][O:20][C:7]=2[C@H:8]([CH2:12][C:13]([O:15][C:16]([CH3:19])([CH3:18])[CH3:17])=[O:14])[N:9]=1)([CH3:29])[CH3:27], predict the reactants needed to synthesize it. The reactants are: [CH3:1][C:2]1[S:24][C:5]2[C:6]3[C:22]([CH3:23])=[N:21][O:20][C:7]=3[C@H:8]([CH2:12][C:13]([O:15][C:16]([CH3:19])([CH3:18])[CH3:17])=[O:14])[NH:9][C:10](=[O:11])[C:4]=2[C:3]=1[CH3:25].S1C=[CH:29][CH:28]=[CH:27]1.IC(C)C. (3) Given the product [CH2:20]([O:22][CH:23]([O:26][CH2:27][CH3:28])[CH2:24][S:13][C:8]1[CH:9]=[CH:10][CH:11]=[CH:12][C:7]=1[Br:6])[CH3:21], predict the reactants needed to synthesize it. The reactants are: CN(C=O)C.[Br:6][C:7]1[CH:12]=[CH:11][CH:10]=[CH:9][C:8]=1[SH:13].C(=O)([O-])[O-].[K+].[K+].[CH2:20]([O:22][CH:23]([O:26][CH2:27][CH3:28])[CH2:24]Br)[CH3:21].